This data is from Full USPTO retrosynthesis dataset with 1.9M reactions from patents (1976-2016). The task is: Predict the reactants needed to synthesize the given product. (1) Given the product [CH3:1][O:2][C:3]([CH:5]1[CH:10]([NH:11][S:39]([C:36]2[CH:37]=[CH:38][C:33]([O:32][CH2:31][C:29]3[C:28]4[C:23](=[CH:24][CH:25]=[CH:26][CH:27]=4)[N:22]=[C:21]([CH3:20])[CH:30]=3)=[CH:34][CH:35]=2)(=[O:40])=[O:41])[CH2:9][CH2:8][N:7]([C:12]([O:14][C:15]([CH3:18])([CH3:17])[CH3:16])=[O:13])[CH2:6]1)=[O:4], predict the reactants needed to synthesize it. The reactants are: [CH3:1][O:2][C:3]([CH:5]1[CH:10]([NH2:11])[CH2:9][CH2:8][N:7]([C:12]([O:14][C:15]([CH3:18])([CH3:17])[CH3:16])=[O:13])[CH2:6]1)=[O:4].Cl.[CH3:20][C:21]1[CH:30]=[C:29]([CH2:31][O:32][C:33]2[CH:38]=[CH:37][C:36]([S:39](Cl)(=[O:41])=[O:40])=[CH:35][CH:34]=2)[C:28]2[C:23](=[CH:24][CH:25]=[CH:26][CH:27]=2)[N:22]=1.C([O-])(O)=O.[Na+]. (2) The reactants are: [NH2:1][C:2]1[C:7]2[N:8]([CH3:14])[CH2:9][CH2:10][NH:11][C:12](=[O:13])[C:6]=2[CH:5]=[CH:4][CH:3]=1.Cl[C:16]1[N:21]=[C:20]([NH:22][C:23]2[CH:32]=[CH:31][CH:30]=[CH:29][C:24]=2[C:25]([NH:27][CH3:28])=[O:26])[C:19]([Cl:33])=[CH:18][N:17]=1.Cl. Given the product [Cl:33][C:19]1[C:20]([NH:22][C:23]2[CH:32]=[CH:31][CH:30]=[CH:29][C:24]=2[C:25]([NH:27][CH3:28])=[O:26])=[N:21][C:16]([NH:1][C:2]2[C:7]3[N:8]([CH3:14])[CH2:9][CH2:10][NH:11][C:12](=[O:13])[C:6]=3[CH:5]=[CH:4][CH:3]=2)=[N:17][CH:18]=1, predict the reactants needed to synthesize it. (3) Given the product [Cl:1][C:2]1[CH:7]=[CH:6][C:5]([N:8]2[C:13](=[O:14])[C:12]3[CH:15]=[N:16][N:17]([C:18]4[CH:19]=[C:20]([NH:24][S:25]([CH3:28])(=[O:26])=[O:27])[CH:21]=[CH:22][CH:23]=4)[C:11]=3[N:10]=[C:9]2[C:29]2[CH:34]=[CH:33][C:32]([C:45]3[N:50]=[CH:49][CH:48]=[CH:47][N:46]=3)=[CH:31][CH:30]=2)=[CH:4][CH:3]=1, predict the reactants needed to synthesize it. The reactants are: [Cl:1][C:2]1[CH:7]=[CH:6][C:5]([N:8]2[C:13](=[O:14])[C:12]3[CH:15]=[N:16][N:17]([C:18]4[CH:19]=[C:20]([NH:24][S:25]([CH3:28])(=[O:27])=[O:26])[CH:21]=[CH:22][CH:23]=4)[C:11]=3[N:10]=[C:9]2[C:29]2[CH:34]=[CH:33][C:32](B3OC(C)(C)C(C)(C)O3)=[CH:31][CH:30]=2)=[CH:4][CH:3]=1.Br[C:45]1[N:50]=[CH:49][CH:48]=[CH:47][N:46]=1.C(=O)([O-])[O-].[Cs+].[Cs+].